This data is from Forward reaction prediction with 1.9M reactions from USPTO patents (1976-2016). The task is: Predict the product of the given reaction. (1) Given the reactants [C:1]([N:11]1[CH2:16][CH2:15][CH:14]([CH2:17][C:18]([Cl:20])=[O:19])[CH2:13][CH2:12]1)([O:3][CH2:4][C:5]1[CH:10]=[CH:9][CH:8]=[CH:7][CH:6]=1)=[O:2].[C:21](N1CCC(CCC(O)=O)CC1)(OCC1C=CC=CC=1)=O, predict the reaction product. The product is: [C:1]([N:11]1[CH2:16][CH2:15][CH:14]([CH:17]([CH3:21])[C:18]([Cl:20])=[O:19])[CH2:13][CH2:12]1)([O:3][CH2:4][C:5]1[CH:10]=[CH:9][CH:8]=[CH:7][CH:6]=1)=[O:2]. (2) Given the reactants [C:1]1([CH2:7][C:8]([O:10][CH2:11][CH2:12][CH:13]2[CH2:18][CH2:17][NH:16][CH2:15][CH2:14]2)=O)[CH:6]=[CH:5][CH:4]=[CH:3][CH:2]=1.[SiH](CC)(CC)CC, predict the reaction product. The product is: [C:1]1([CH2:7][CH2:8][O:10][CH2:11][CH2:12][CH:13]2[CH2:18][CH2:17][NH:16][CH2:15][CH2:14]2)[CH:2]=[CH:3][CH:4]=[CH:5][CH:6]=1. (3) Given the reactants [CH2:1]([C:3]([C:6]1[CH:11]=[CH:10][C:9]([F:12])=[CH:8][CH:7]=1)=[CH:4][CH3:5])[CH3:2].[Li]CCCC.CN([CH:21]=[O:22])C, predict the reaction product. The product is: [CH2:4]([C:3]([C:6]1[CH:11]=[CH:10][C:9]([F:12])=[C:8]([CH:7]=1)[CH:21]=[O:22])=[CH:1][CH3:2])[CH3:5]. (4) Given the reactants [Br:1][C:2]1[CH:7]=[CH:6][C:5]([F:8])=[C:4]([CH:9]=[CH2:10])[CH:3]=1, predict the reaction product. The product is: [Br:1][C:2]1[CH:7]=[CH:6][C:5]([F:8])=[C:4]([CH2:9][CH3:10])[CH:3]=1. (5) Given the reactants [CH2:1]([S:3]([C:6]1[CH:7]=[C:8]([C:12]2[CH:20]=[C:19]([C:21]#[N:22])[CH:18]=[C:17]3[C:13]=2[C:14]2[CH:26]=[C:25]([CH3:27])[CH:24]=[N:23][C:15]=2[NH:16]3)[CH:9]=[CH:10][CH:11]=1)(=[O:5])=[O:4])[CH3:2].[OH-:28].[K+].Cl, predict the reaction product. The product is: [CH2:1]([S:3]([C:6]1[CH:7]=[C:8]([C:12]2[CH:20]=[C:19]([C:21]([NH2:22])=[O:28])[CH:18]=[C:17]3[C:13]=2[C:14]2[CH:26]=[C:25]([CH3:27])[CH:24]=[N:23][C:15]=2[NH:16]3)[CH:9]=[CH:10][CH:11]=1)(=[O:5])=[O:4])[CH3:2]. (6) Given the reactants [NH2:1][C:2]1[CH:11]=[CH:10][C:9]([C:12]([C:14]2[N:22]3[C:17]([CH:18]=[CH:19][C:20]([O:23]CC4C=CC=CC=4)=[CH:21]3)=[C:16]([O:31][CH3:32])[C:15]=2[CH3:33])=[O:13])=[CH:8][C:3]=1[C:4]([O:6][CH3:7])=[O:5].C([O-])=O.[NH4+].C(OC(C)C)(C)C, predict the reaction product. The product is: [NH2:1][C:2]1[CH:11]=[CH:10][C:9]([C:12]([C:14]2[N:22]3[C:17]([CH:18]=[CH:19][C:20]([OH:23])=[CH:21]3)=[C:16]([O:31][CH3:32])[C:15]=2[CH3:33])=[O:13])=[CH:8][C:3]=1[C:4]([O:6][CH3:7])=[O:5]. (7) Given the reactants [C:1]1([CH:7]([C:17]2[CH:22]=[CH:21][CH:20]=[CH:19][CH:18]=2)[CH2:8][C:9]([C:11]2[CH:16]=[CH:15][N:14]=[CH:13][CH:12]=2)=O)[CH:6]=[CH:5][CH:4]=[CH:3][CH:2]=1.Cl.[NH2:24][OH:25].C([O-])(O)=O.[Na+], predict the reaction product. The product is: [C:1]1([CH:7]([C:17]2[CH:22]=[CH:21][CH:20]=[CH:19][CH:18]=2)[CH2:8]/[C:9](/[C:11]2[CH:16]=[CH:15][N:14]=[CH:13][CH:12]=2)=[N:24]\[OH:25])[CH:6]=[CH:5][CH:4]=[CH:3][CH:2]=1. (8) Given the reactants [C:1]([O:5][C:6]([NH:8][CH2:9][C:10]1[CH:11]=[C:12]2[C:17](=[CH:18][CH:19]=1)[CH2:16][CH:15]([CH2:20][O:21][Si](C(C)(C)C)(C)C)[CH2:14][CH2:13]2)=[O:7])([CH3:4])([CH3:3])[CH3:2].[F-].C([N+](CCCC)(CCCC)CCCC)CCC, predict the reaction product. The product is: [C:1]([O:5][C:6]([NH:8][CH2:9][C:10]1[CH:11]=[C:12]2[C:17](=[CH:18][CH:19]=1)[CH2:16][CH:15]([CH2:20][OH:21])[CH2:14][CH2:13]2)=[O:7])([CH3:4])([CH3:3])[CH3:2]. (9) The product is: [F:7][C:8]1[CH:9]=[CH:10][C:11]([C:14]2[CH:15]=[N:16][O:17][C:18]=2[CH2:19][OH:20])=[CH:12][CH:13]=1. Given the reactants [H-].[H-].[H-].[H-].[Li+].[Al+3].[F:7][C:8]1[CH:13]=[CH:12][C:11]([C:14]2[CH:15]=[N:16][O:17][C:18]=2[C:19](OCC)=[O:20])=[CH:10][CH:9]=1, predict the reaction product.